From a dataset of Catalyst prediction with 721,799 reactions and 888 catalyst types from USPTO. Predict which catalyst facilitates the given reaction. (1) Reactant: [CH3:1][O:2][C:3]([C:5]1([NH:15][C:16](=[O:29])[C:17]2[CH:22]=[CH:21][C:20]([O:23][CH3:24])=[C:19]([O:25]C(=O)C)[CH:18]=2)[CH2:10][CH2:9][CH:8]([C:11]([F:14])([F:13])[F:12])[CH2:7][CH2:6]1)=[O:4].C([O-])([O-])=O.[K+].[K+].CC(=O)OCC.Cl. Product: [CH3:1][O:2][C:3]([C:5]1([NH:15][C:16](=[O:29])[C:17]2[CH:22]=[CH:21][C:20]([O:23][CH3:24])=[C:19]([OH:25])[CH:18]=2)[CH2:6][CH2:7][CH:8]([C:11]([F:14])([F:13])[F:12])[CH2:9][CH2:10]1)=[O:4]. The catalyst class is: 5. (2) Reactant: [CH2:1]([N:5]1[C:13]2[N:12]=[C:11]([Cl:14])[NH:10][C:9]=2[C:8](=[O:15])[N:7]([CH2:16][CH2:17][CH2:18][CH2:19][C:20]([OH:22])=O)[C:6]1=[O:23])[CH2:2][CH2:3][CH3:4].O[NH:25][C:26]([C:28]1[CH:33]=[CH:32][C:31]([OH:34])=[CH:30][CH:29]=1)=[NH:27]. Product: [CH2:1]([N:5]1[C:13]2[N:12]=[C:11]([Cl:14])[NH:10][C:9]=2[C:8](=[O:15])[N:7]([CH2:16][CH2:17][CH2:18][CH2:19][C:20]2[O:22][N:27]=[C:26]([C:28]3[CH:33]=[CH:32][C:31]([OH:34])=[CH:30][CH:29]=3)[N:25]=2)[C:6]1=[O:23])[CH2:2][CH2:3][CH3:4]. The catalyst class is: 3. (3) Reactant: [CH3:1][O:2][C:3]1[CH:8]=[CH:7][C:6]([Mg]Br)=[CH:5][CH:4]=1.[NH:11]1[C:21]2[C:16](=[CH:17][CH:18]=[CH:19][CH:20]=2)[C:14](=[O:15])[C:12]1=[O:13]. Product: [OH:15][C:14]1([C:6]2[CH:7]=[CH:8][C:3]([O:2][CH3:1])=[CH:4][CH:5]=2)[C:16]2[C:21](=[CH:20][CH:19]=[CH:18][CH:17]=2)[NH:11][C:12]1=[O:13]. The catalyst class is: 1. (4) Reactant: [Cl:1][C:2]1[CH:3]=[C:4]([C:12]#[C:13][Si](C)(C)C)[CH:5]=[CH:6][C:7]=1[O:8][CH:9]([F:11])[F:10].C([O-])([O-])=O.[K+].[K+]. Product: [Cl:1][C:2]1[CH:3]=[C:4]([C:12]#[CH:13])[CH:5]=[CH:6][C:7]=1[O:8][CH:9]([F:10])[F:11]. The catalyst class is: 5. (5) Product: [C:12]12([CH2:22][CH2:23][N:24]([CH2:37][CH2:38][CH2:39][CH2:40][CH3:41])[C:25](=[O:26])[NH:27][CH2:28][CH2:29][CH2:30][C:31]3[CH:32]=[CH:33][N+:34]([O-:9])=[CH:35][CH:36]=3)[CH2:13][CH:14]3[CH2:15][CH:16]([CH2:17][CH:18]([CH2:20]3)[CH2:19]1)[CH2:21]2. The catalyst class is: 22. Reactant: ClC1C=CC=C(C(OO)=[O:9])C=1.[C:12]12([CH2:22][CH2:23][N:24]([CH2:37][CH2:38][CH2:39][CH2:40][CH3:41])[C:25]([NH:27][CH2:28][CH2:29][CH2:30][C:31]3[CH:36]=[CH:35][N:34]=[CH:33][CH:32]=3)=[O:26])[CH2:21][CH:16]3[CH2:17][CH:18]([CH2:20][CH:14]([CH2:15]3)[CH2:13]1)[CH2:19]2.[OH-].[Na+]. (6) Reactant: [CH2:1]([OH:8])[CH:2]1[CH2:7][CH:6]=[CH:5][CH2:4][CH2:3]1.N1C=CN=C1.[CH3:14][C:15]([Si:18](Cl)([CH3:20])[CH3:19])([CH3:17])[CH3:16]. Product: [Si:18]([O:8][CH2:1][CH:2]1[CH2:3][CH2:4][CH:5]=[CH:6][CH2:7]1)([C:15]([CH3:17])([CH3:16])[CH3:14])([CH3:20])[CH3:19]. The catalyst class is: 163. (7) Reactant: [CH2:1]([CH2:3][NH2:4])[OH:2].[Br:5][C:6]1[CH:11]=[CH:10][C:9]([S:12](Cl)(=[O:14])=[O:13])=[CH:8][CH:7]=1. Product: [Br:5][C:6]1[CH:11]=[CH:10][C:9]([S:12]([NH:4][CH2:3][CH2:1][OH:2])(=[O:14])=[O:13])=[CH:8][CH:7]=1. The catalyst class is: 2. (8) Reactant: CC(C)([O-])C.[K+].[OH:7][C:8]([C:11]1[CH:12]=[C:13]([CH:20]=[CH:21][CH:22]=1)[CH2:14]CS([O-])(=O)=O)([CH3:10])[CH3:9].[F:23]/[C:24](/[C:39]1[CH:43]=[C:42]([CH3:44])[NH:41][N:40]=1)=[CH:25]\[C:26]1[CH:31]=[CH:30][C:29]([C:32]([CH3:38])([CH3:37])[C:33]([F:36])([F:35])[F:34])=[CH:28][CH:27]=1.O. Product: [F:23]/[C:24](/[C:39]1[CH:43]=[C:42]([CH3:44])[N:41]([CH2:14][C:13]2[CH:12]=[C:11]([C:8]([OH:7])([CH3:9])[CH3:10])[CH:22]=[CH:21][CH:20]=2)[N:40]=1)=[CH:25]\[C:26]1[CH:31]=[CH:30][C:29]([C:32]([CH3:38])([CH3:37])[C:33]([F:36])([F:35])[F:34])=[CH:28][CH:27]=1. The catalyst class is: 1.